Dataset: NCI-60 drug combinations with 297,098 pairs across 59 cell lines. Task: Regression. Given two drug SMILES strings and cell line genomic features, predict the synergy score measuring deviation from expected non-interaction effect. Drug 1: C1C(C(OC1N2C=C(C(=O)NC2=O)F)CO)O. Drug 2: C(CC(=O)O)C(=O)CN.Cl. Cell line: MDA-MB-435. Synergy scores: CSS=6.06, Synergy_ZIP=-1.15, Synergy_Bliss=3.02, Synergy_Loewe=0.317, Synergy_HSA=2.29.